Dataset: Full USPTO retrosynthesis dataset with 1.9M reactions from patents (1976-2016). Task: Predict the reactants needed to synthesize the given product. (1) Given the product [CH3:1][O:2][C:3](=[O:34])[CH2:4][CH2:5][CH2:6][CH2:7][CH2:8][O:9][C:10]1[C:11]([NH:33][S:43]([C:40]2[CH:39]=[CH:38][C:37]([C:36]([F:35])([F:47])[F:48])=[CH:42][CH:41]=2)(=[O:45])=[O:44])=[CH:12][C:13]2[N:17]=[C:16]([C:18]3[CH:23]=[CH:22][CH:21]=[CH:20][CH:19]=3)[N:15]([C:24]3[CH:29]=[CH:28][C:27]([O:30][CH3:31])=[CH:26][CH:25]=3)[C:14]=2[CH:32]=1, predict the reactants needed to synthesize it. The reactants are: [CH3:1][O:2][C:3](=[O:34])[CH2:4][CH2:5][CH2:6][CH2:7][CH2:8][O:9][C:10]1[C:11]([NH2:33])=[CH:12][C:13]2[N:17]=[C:16]([C:18]3[CH:23]=[CH:22][CH:21]=[CH:20][CH:19]=3)[N:15]([C:24]3[CH:29]=[CH:28][C:27]([O:30][CH3:31])=[CH:26][CH:25]=3)[C:14]=2[CH:32]=1.[F:35][C:36]([F:48])([F:47])[C:37]1[CH:42]=[CH:41][C:40]([S:43](Cl)(=[O:45])=[O:44])=[CH:39][CH:38]=1. (2) Given the product [Cl:1][C:2]1[CH:3]=[C:4]([NH2:26])[C:5]([NH:9][CH:10]2[CH2:15][CH2:14][N:13]([C@H:16]3[CH2:21][CH2:20][C@H:19]([O:22][CH2:23][CH2:24][CH3:25])[CH2:18][CH2:17]3)[CH2:12][CH2:11]2)=[CH:6][C:7]=1[CH3:8], predict the reactants needed to synthesize it. The reactants are: [Cl:1][C:2]1[C:7]([CH3:8])=[CH:6][C:5]([NH:9][CH:10]2[CH2:15][CH2:14][N:13]([C@H:16]3[CH2:21][CH2:20][C@H:19]([O:22][CH2:23][CH2:24][CH3:25])[CH2:18][CH2:17]3)[CH2:12][CH2:11]2)=[C:4]([N+:26]([O-])=O)[CH:3]=1.O.NN.